From a dataset of Reaction yield outcomes from USPTO patents with 853,638 reactions. Predict the reaction yield, written as a fraction of the theoretical maximum amount of product (1.0 means a 100% yield; for example, 0.34 means a 34% yield). (1) The product is [CH3:18][C:13]1([CH3:19])[C:14]([CH3:17])([CH3:16])[O:15][B:11]([C:2]2[CH:10]=[CH:9][N:8]=[C:7]3[NH:6][CH:5]=[CH:4][C:3]=23)[O:12]1. The catalyst is O1CCOCC1.C1C=CC(P(C2C=CC=CC=2)[C-]2C=CC=C2)=CC=1.C1C=CC(P(C2C=CC=CC=2)[C-]2C=CC=C2)=CC=1.Cl[Pd]Cl.[Fe+2].C1(P([C-]2C=CC=C2)C2C=CC=CC=2)C=CC=CC=1.[C-]1(P(C2C=CC=CC=2)C2C=CC=CC=2)C=CC=C1.[Fe+2]. The yield is 0.0920. The reactants are Br[C:2]1[CH:10]=[CH:9][N:8]=[C:7]2[C:3]=1[CH:4]=[CH:5][NH:6]2.[B:11]1([B:11]2[O:15][C:14]([CH3:17])([CH3:16])[C:13]([CH3:19])([CH3:18])[O:12]2)[O:15][C:14]([CH3:17])([CH3:16])[C:13]([CH3:19])([CH3:18])[O:12]1. (2) The reactants are [C:1]1([Mg]Cl)[CH:6]=[CH:5][CH:4]=[CH:3][CH:2]=1.[B:9](OC)([O:12]C)[O:10]C. The catalyst is C1COCC1.[Ni].[Cu]. The product is [C:1]1([B:9]([OH:12])[OH:10])[CH:6]=[CH:5][CH:4]=[CH:3][CH:2]=1. The yield is 0.955. (3) The reactants are [Cl:1][C:2]1[N:7]=[C:6](Cl)[CH:5]=[CH:4][N:3]=1.[NH2:9][C:10]1[CH:14]=[C:13]([CH3:15])[NH:12][N:11]=1.C(N(C(C)C)C(C)C)C. The catalyst is C(O)C. The product is [Cl:1][C:2]1[N:7]=[C:6]([NH:9][C:10]2[CH:14]=[C:13]([CH3:15])[NH:12][N:11]=2)[CH:5]=[CH:4][N:3]=1. The yield is 0.190.